This data is from Reaction yield outcomes from USPTO patents with 853,638 reactions. The task is: Predict the reaction yield, written as a fraction of the theoretical maximum amount of product (1.0 means a 100% yield; for example, 0.34 means a 34% yield). (1) The reactants are [NH2:1][C@H:2]([C:4]1([OH:27])[CH2:7][N:6]([C:8]([C:10]2[CH:15]=[CH:14][C:13]([F:16])=[C:12]([F:17])[C:11]=2[NH:18][C:19]2[CH:24]=[CH:23][C:22]([I:25])=[CH:21][C:20]=2[F:26])=[O:9])[CH2:5]1)[CH3:3].[CH2:28]=O.[BH4-].[Na+]. The catalyst is CO.C=O. The product is [F:17][C:12]1[C:11]([NH:18][C:19]2[CH:24]=[CH:23][C:22]([I:25])=[CH:21][C:20]=2[F:26])=[C:10]([C:8]([N:6]2[CH2:7][C:4]([C@@H:2]([NH:1][CH3:28])[CH3:3])([OH:27])[CH2:5]2)=[O:9])[CH:15]=[CH:14][C:13]=1[F:16]. The yield is 0.220. (2) The reactants are [I:1][C:2]1[CH:7]=[CH:6][C:5]([C:8]2[CH:13]=[CH:12][C:11]([C:14]([OH:16])=O)=[CH:10][CH:9]=2)=[CH:4][CH:3]=1.Cl.[CH3:18][NH:19][C:20](=[O:28])[C@H:21]([C:24](=[O:27])[O:25][CH3:26])[NH:22][CH3:23]. No catalyst specified. The product is [I:1][C:2]1[CH:3]=[CH:4][C:5]([C:8]2[CH:9]=[CH:10][C:11]([C:14](=[O:16])[N:22]([CH:21]([C:20]([NH:19][CH3:18])=[O:28])[C:24]([O:25][CH3:26])=[O:27])[CH3:23])=[CH:12][CH:13]=2)=[CH:6][CH:7]=1. The yield is 0.580. (3) The reactants are [OH:1][C:2]1[CH:7]=[CH:6][C:5]([S:8][CH2:9][CH2:10][CH2:11][C:12]([OH:14])=O)=[CH:4][CH:3]=1.[CH3:15][NH:16][CH2:17][C:18]1[CH:23]=[CH:22][CH:21]=[CH:20][C:19]=1[O:24][C:25]([F:28])([F:27])[F:26]. No catalyst specified. The product is [OH:1][C:2]1[CH:3]=[CH:4][C:5]([S:8][CH2:9][CH2:10][CH2:11][C:12]([N:16]([CH3:15])[CH2:17][C:18]2[CH:23]=[CH:22][CH:21]=[CH:20][C:19]=2[O:24][C:25]([F:26])([F:27])[F:28])=[O:14])=[CH:6][CH:7]=1. The yield is 0.410.